This data is from Forward reaction prediction with 1.9M reactions from USPTO patents (1976-2016). The task is: Predict the product of the given reaction. (1) Given the reactants [N:1]1[C:10]2[C:5](=[CH:6][CH:7]=[CH:8][CH:9]=2)[CH:4]=[C:3]([C:11]([NH:13][NH2:14])=[O:12])[CH:2]=1.C(N(CC)C(C)C)(C)C.[C:24]1([S:30](Cl)(=[O:32])=[O:31])[CH:29]=[CH:28][CH:27]=[CH:26][CH:25]=1, predict the reaction product. The product is: [C:24]1([S:30]([NH:14][NH:13][C:11]([C:3]2[CH:2]=[N:1][C:10]3[C:5]([CH:4]=2)=[CH:6][CH:7]=[CH:8][CH:9]=3)=[O:12])(=[O:32])=[O:31])[CH:29]=[CH:28][CH:27]=[CH:26][CH:25]=1. (2) Given the reactants [CH:1]1([CH2:7][CH2:8][CH2:9][C@@H:10]([C:19]2[O:23][N:22]=[C:21]([C:24]([N:26]3[CH2:31][CH2:30][N:29]([CH3:32])[CH2:28][CH2:27]3)=[O:25])[N:20]=2)[CH2:11][C:12]([O:14]C(C)(C)C)=[O:13])[CH2:6][CH2:5][CH2:4][CH2:3][CH2:2]1.[F:33][C:34]([F:39])([F:38])[C:35]([OH:37])=[O:36], predict the reaction product. The product is: [F:33][C:34]([F:39])([F:38])[C:35]([OH:37])=[O:36].[CH:1]1([CH2:7][CH2:8][CH2:9][C@@H:10]([C:19]2[O:23][N:22]=[C:21]([C:24]([N:26]3[CH2:31][CH2:30][N:29]([CH3:32])[CH2:28][CH2:27]3)=[O:25])[N:20]=2)[CH2:11][C:12]([OH:14])=[O:13])[CH2:6][CH2:5][CH2:4][CH2:3][CH2:2]1.